From a dataset of Reaction yield outcomes from USPTO patents with 853,638 reactions. Predict the reaction yield, written as a fraction of the theoretical maximum amount of product (1.0 means a 100% yield; for example, 0.34 means a 34% yield). (1) The reactants are [CH3:1]/[C:2](/[CH2:7][CH2:8][CH:9]=[C:10]([CH3:12])[CH3:11])=[CH:3]\[C:4](O)=[O:5].CN.[CH2:15]([N:17](CC)CC)C.C1C=CC(P(N=[N+]=[N-])(C2C=CC=CC=2)=O)=CC=1. The product is [CH3:15][NH:17][C:4](=[O:5])/[CH:3]=[C:2](\[CH3:1])/[CH2:7][CH2:8][CH:9]=[C:10]([CH3:12])[CH3:11]. The catalyst is C1COCC1. The yield is 0.740. (2) The reactants are O[Li].O.C([O:7][CH:8]1[C:12]2[N:13]=[CH:14][N:15]=[C:16]([N:17]3[CH2:22][CH2:21][N:20]([C:23]([O:25][C:26]([CH3:29])([CH3:28])[CH3:27])=[O:24])[CH2:19][CH2:18]3)[C:11]=2[C@H:10]([CH3:30])[CH2:9]1)(=O)C.C1COCC1.[NH4+].[Cl-]. The yield is 0.564. The catalyst is O. The product is [OH:7][CH:8]1[C:12]2[N:13]=[CH:14][N:15]=[C:16]([N:17]3[CH2:22][CH2:21][N:20]([C:23]([O:25][C:26]([CH3:29])([CH3:28])[CH3:27])=[O:24])[CH2:19][CH2:18]3)[C:11]=2[C@H:10]([CH3:30])[CH2:9]1. (3) The product is [O:39]1[C:32]2([CH2:31][CH2:30][CH:29]([N:3]3[C:2](=[O:1])[C:7]([CH2:8][C:9]4[CH:10]=[CH:11][C:12]([C:15]5[C:16]([C:21]#[N:22])=[CH:17][CH:18]=[CH:19][CH:20]=5)=[CH:13][CH:14]=4)=[C:6]([CH2:23][CH2:24][CH3:25])[N:5]4[N:26]=[CH:27][N:28]=[C:4]34)[CH2:34][CH2:33]2)[O:35][CH2:36][CH2:37][CH2:38]1. The catalyst is O.C1(C)C=CC(S(O)(=O)=O)=CC=1.C1(C)C=CC=CC=1. The yield is 1.00. The reactants are [O:1]=[C:2]1[C:7]([CH2:8][C:9]2[CH:14]=[CH:13][C:12]([C:15]3[C:16]([C:21]#[N:22])=[CH:17][CH:18]=[CH:19][CH:20]=3)=[CH:11][CH:10]=2)=[C:6]([CH2:23][CH2:24][CH3:25])[N:5]2[N:26]=[CH:27][N:28]=[C:4]2[N:3]1[CH:29]1[CH2:34][CH2:33][C:32](=[O:35])[CH2:31][CH2:30]1.[CH2:36](O)[CH2:37][CH2:38][OH:39]. (4) The reactants are C(N(CC)CC)C.[F:8][C:9]([F:28])([F:27])[S:10](N(C1C=CC=CC=1)[S:10]([C:9]([F:28])([F:27])[F:8])(=[O:12])=[O:11])(=[O:12])=[O:11].[F:29][C:30]1[CH:35]=[CH:34][C:33]([C:36]2[O:37][C:38]3[CH:49]=[C:48]([N+:50]([O-:52])=[O:51])[C:47]([OH:53])=[CH:46][C:39]=3[C:40]=2[C:41]([O:43][CH2:44][CH3:45])=[O:42])=[CH:32][CH:31]=1. The catalyst is C(Cl)Cl. The product is [F:29][C:30]1[CH:31]=[CH:32][C:33]([C:36]2[O:37][C:38]3[CH:49]=[C:48]([N+:50]([O-:52])=[O:51])[C:47]([O:53][S:10]([C:9]([F:28])([F:27])[F:8])(=[O:12])=[O:11])=[CH:46][C:39]=3[C:40]=2[C:41]([O:43][CH2:44][CH3:45])=[O:42])=[CH:34][CH:35]=1. The yield is 1.00. (5) The reactants are [OH-].[NH4+:2].[CH2:3]([O:10][C:11]([N:13]1[CH2:18][CH2:17][C:16](=O)[CH2:15][CH2:14]1)=[O:12])[C:4]1[CH:9]=[CH:8][CH:7]=[CH:6][CH:5]=1.[Cl-].[NH4+:21].[C-:22]#N.[Na+].Cl. The catalyst is CO. The product is [NH2:2][C:16]1([C:22]#[N:21])[CH2:17][CH2:18][N:13]([C:11]([O:10][CH2:3][C:4]2[CH:9]=[CH:8][CH:7]=[CH:6][CH:5]=2)=[O:12])[CH2:14][CH2:15]1. The yield is 1.00. (6) The reactants are [NH2:1][C:2]1[CH:10]=[C:9]([Cl:11])[CH:8]=[CH:7][C:3]=1[C:4]([NH2:6])=[O:5].CCN(C(C)C)C(C)C.Cl[C:22](=[O:28])[C:23]([O:25][CH2:26][CH3:27])=[O:24]. The catalyst is C1COCC1. The product is [C:4]([C:3]1[CH:7]=[CH:8][C:9]([Cl:11])=[CH:10][C:2]=1[NH:1][C:22](=[O:28])[C:23]([O:25][CH2:26][CH3:27])=[O:24])(=[O:5])[NH2:6]. The yield is 0.880. (7) The yield is 0.400. The catalyst is CCOC(C)=O. The product is [CH3:1][S:2]([O:5][CH2:6][C:7]([C:21]1[CH:26]=[CH:25][CH:24]=[C:23]([Br:27])[CH:22]=1)([C:14]1[CH:19]=[CH:18][CH:17]=[C:16]([Br:20])[CH:15]=1)[CH2:8][N:37]=[N+:38]=[N-:39])(=[O:4])=[O:3]. The reactants are [CH3:1][S:2]([O:5][CH2:6][C:7]([C:21]1[CH:26]=[CH:25][CH:24]=[C:23]([Br:27])[CH:22]=1)([C:14]1[CH:19]=[CH:18][CH:17]=[C:16]([Br:20])[CH:15]=1)[CH2:8]OS(C)(=O)=O)(=[O:4])=[O:3].CN1C(=O)N(C)CCC1.[N-:37]=[N+:38]=[N-:39].[Na+]. (8) The reactants are [Li+].[OH-].[CH2:3]([O:23][CH:24]([CH2:38][CH3:39])[C:25]([NH:27][C@@H:28]([CH2:34][CH:35]([CH3:37])[CH3:36])[C:29]([O:31]CC)=[O:30])=[O:26])[CH2:4][CH2:5][CH2:6]/[CH:7]=[CH:8]\[CH2:9]/[CH:10]=[CH:11]\[CH2:12]/[CH:13]=[CH:14]\[CH2:15]/[CH:16]=[CH:17]\[CH2:18]/[CH:19]=[CH:20]\[CH2:21][CH3:22].Cl. The catalyst is O.CCO. The product is [CH2:3]([O:23][CH:24]([CH2:38][CH3:39])[C:25]([NH:27][C@@H:28]([CH2:34][CH:35]([CH3:37])[CH3:36])[C:29]([OH:31])=[O:30])=[O:26])[CH2:4][CH2:5][CH2:6]/[CH:7]=[CH:8]\[CH2:9]/[CH:10]=[CH:11]\[CH2:12]/[CH:13]=[CH:14]\[CH2:15]/[CH:16]=[CH:17]\[CH2:18]/[CH:19]=[CH:20]\[CH2:21][CH3:22]. The yield is 0.870.